This data is from Catalyst prediction with 721,799 reactions and 888 catalyst types from USPTO. The task is: Predict which catalyst facilitates the given reaction. (1) Reactant: [OH:1][C:2]1[CH:12]=[CH:11][C:5]([CH:6]=[CH:7][C:8]([OH:10])=[O:9])=[CH:4][CH:3]=1.[I-].[K+].[OH-].[K+].Cl[CH2:18][CH2:19][CH2:20][CH2:21][CH2:22][CH2:23][OH:24]. Product: [OH:24][CH2:23][CH2:22][CH2:21][CH2:20][CH2:19][CH2:18][O:1][C:2]1[CH:3]=[CH:4][C:5]([CH:6]=[CH:7][C:8]([OH:10])=[O:9])=[CH:11][CH:12]=1. The catalyst class is: 40. (2) Reactant: [CH3:1][C@@H:2]1[CH2:6][CH2:5][CH2:4][N:3]1[CH2:7][CH2:8][C:9]1[CH:14]=[CH:13][C:12]([C:15]2[CH:16]=[C:17]3[C:22](=[CH:23][CH:24]=2)[CH2:21][NH:20][CH2:19][CH2:18]3)=[CH:11][CH:10]=1.C(N(CC)CC)C.[CH:32]1([C:35]([Cl:37])=[O:36])[CH2:34][CH2:33]1.Cl. Product: [ClH:37].[CH:32]1([C:35]([N:20]2[CH2:19][CH2:18][C:17]3[C:22](=[CH:23][CH:24]=[C:15]([C:12]4[CH:11]=[CH:10][C:9]([CH2:8][CH2:7][N:3]5[CH2:4][CH2:5][CH2:6][C@H:2]5[CH3:1])=[CH:14][CH:13]=4)[CH:16]=3)[CH2:21]2)=[O:36])[CH2:34][CH2:33]1. The catalyst class is: 268. (3) The catalyst class is: 269. Reactant: C(OC(=O)[N:7]([CH2:13][C:14]1[CH:19]=[C:18]([F:20])[C:17]([O:21][C:22]2[CH:27]=[CH:26][C:25]([C:28](=[O:30])[NH2:29])=[C:24]([OH:31])[CH:23]=2)=[C:16]([F:32])[CH:15]=1)[CH2:8][CH2:9][CH:10]([CH3:12])[CH3:11])(C)(C)C.Cl. Product: [F:20][C:18]1[CH:19]=[C:14]([CH2:13][NH:7][CH2:8][CH2:9][CH:10]([CH3:11])[CH3:12])[CH:15]=[C:16]([F:32])[C:17]=1[O:21][C:22]1[CH:27]=[CH:26][C:25]([C:28]([NH2:29])=[O:30])=[C:24]([OH:31])[CH:23]=1. (4) Reactant: [NH2:1][C:2]1[CH:3]=[C:4]2[C:8](=[CH:9][CH:10]=1)[NH:7][N:6]=[C:5]2[NH:11][S:12]([CH3:15])(=[O:14])=[O:13].[F:16][C:17]1[CH:18]=[C:19]([S:23](Cl)(=[O:25])=[O:24])[CH:20]=[CH:21][CH:22]=1. Product: [F:16][C:17]1[CH:18]=[C:19]([S:23]([NH:1][C:2]2[CH:3]=[C:4]3[C:8](=[CH:9][CH:10]=2)[NH:7][N:6]=[C:5]3[NH:11][S:12]([CH3:15])(=[O:14])=[O:13])(=[O:25])=[O:24])[CH:20]=[CH:21][CH:22]=1. The catalyst class is: 17. (5) Reactant: [I:1][C:2]1[C:10]2[C:5](=[CH:6][C:7]([N+:12]([O-:14])=[O:13])=[CH:8][C:9]=2[CH3:11])[NH:4][N:3]=1.[O:15]1[CH:20]=[CH:19][CH2:18][CH2:17][CH2:16]1.CS(O)(=O)=O. Product: [I:1][C:2]1[C:10]2[C:5](=[CH:6][C:7]([N+:12]([O-:14])=[O:13])=[CH:8][C:9]=2[CH3:11])[N:4]([CH:16]2[CH2:17][CH2:18][CH2:19][CH2:20][O:15]2)[N:3]=1. The catalyst class is: 571. (6) Reactant: C(N(CC)CC)C.[Cl:8][C:9]1[CH:14]=[C:13]([Cl:15])[CH:12]=[CH:11][C:10]=1[S:16](Cl)(=[O:18])=[O:17].[NH2:20][CH2:21][C:22]([N:24]1[CH2:29][CH2:28][N:27]([C:30]([O:32][C:33]([CH3:36])([CH3:35])[CH3:34])=[O:31])[CH2:26][C@@H:25]1[CH3:37])=[O:23]. Product: [Cl:8][C:9]1[CH:14]=[C:13]([Cl:15])[CH:12]=[CH:11][C:10]=1[S:16]([NH:20][CH2:21][C:22]([N:24]1[CH2:29][CH2:28][N:27]([C:30]([O:32][C:33]([CH3:36])([CH3:35])[CH3:34])=[O:31])[CH2:26][C@@H:25]1[CH3:37])=[O:23])(=[O:18])=[O:17]. The catalyst class is: 2. (7) Reactant: [CH2:1]([O:3][C:4](=[O:29])[C:5]([C:25]([F:28])([F:27])[F:26])([O:20][Si](C)(C)C)[CH2:6][C:7]([C:10]1[CH:15]=[CH:14][C:13]([Cl:16])=[C:12]([F:17])[C:11]=1[O:18][CH3:19])([CH3:9])[CH3:8])[CH3:2].O.O.O.[F-].C([N+](CCCC)(CCCC)CCCC)CCC.O. Product: [CH2:1]([O:3][C:4](=[O:29])[C:5]([C:25]([F:27])([F:26])[F:28])([OH:20])[CH2:6][C:7]([C:10]1[CH:15]=[CH:14][C:13]([Cl:16])=[C:12]([F:17])[C:11]=1[O:18][CH3:19])([CH3:9])[CH3:8])[CH3:2]. The catalyst class is: 7.